From a dataset of Reaction yield outcomes from USPTO patents with 853,638 reactions. Predict the reaction yield, written as a fraction of the theoretical maximum amount of product (1.0 means a 100% yield; for example, 0.34 means a 34% yield). (1) The reactants are [NH2:1][C:2]1[C:11]2[N:12]=[C:13]([CH2:39][CH2:40][O:41][CH3:42])[N:14]([CH2:15][CH2:16][CH2:17][N:18]([CH2:27][C:28]3[CH:29]=[C:30]([CH:36]=[CH:37][CH:38]=3)[O:31][CH2:32][C:33]([OH:35])=[O:34])[C:19](=[O:26])[CH2:20][N:21]([CH2:24][CH3:25])[CH2:22][CH3:23])[C:10]=2[C:9]2[CH:8]=[CH:7][CH:6]=[CH:5][C:4]=2[N:3]=1.[CH3:43][CH:44](O)[CH3:45]. No catalyst specified. The product is [NH2:1][C:2]1[C:11]2[N:12]=[C:13]([CH2:39][CH2:40][O:41][CH3:42])[N:14]([CH2:15][CH2:16][CH2:17][N:18]([CH2:27][C:28]3[CH:29]=[C:30]([CH:36]=[CH:37][CH:38]=3)[O:31][CH2:32][C:33]([O:35][CH:44]([CH3:45])[CH3:43])=[O:34])[C:19](=[O:26])[CH2:20][N:21]([CH2:24][CH3:25])[CH2:22][CH3:23])[C:10]=2[C:9]2[CH:8]=[CH:7][CH:6]=[CH:5][C:4]=2[N:3]=1. The yield is 0.540. (2) The reactants are [C:1]([O:5][C:6]([N:8]1[CH2:13][CH2:12][CH:11]([O:14][C:15]2[CH:24]=[C:23]([C:25]3[CH:30]=[CH:29][C:28]([Cl:31])=[CH:27][CH:26]=3)[CH:22]=[CH:21][C:16]=2[C:17]([O:19]C)=[O:18])[CH2:10][CH2:9]1)=[O:7])([CH3:4])([CH3:3])[CH3:2].[OH-].[Na+].Cl. The catalyst is O1CCOCC1. The product is [C:1]([O:5][C:6]([N:8]1[CH2:13][CH2:12][CH:11]([O:14][C:15]2[CH:24]=[C:23]([C:25]3[CH:30]=[CH:29][C:28]([Cl:31])=[CH:27][CH:26]=3)[CH:22]=[CH:21][C:16]=2[C:17]([OH:19])=[O:18])[CH2:10][CH2:9]1)=[O:7])([CH3:4])([CH3:2])[CH3:3]. The yield is 1.00.